From a dataset of Full USPTO retrosynthesis dataset with 1.9M reactions from patents (1976-2016). Predict the reactants needed to synthesize the given product. (1) Given the product [Cl:1][C:2]1[C:6]([CH3:7])=[C:5]([NH:8][C:9](=[O:23])[C:10]2[CH:15]=[C:14]([N:16]3[CH2:17][CH2:18][O:19][CH2:20][CH2:21]3)[CH:13]=[C:12]([F:22])[CH:11]=2)[S:4][C:3]=1[C:24]([NH:27][C:28]1[C:32]([CH3:33])=[N:31][N:30]([CH3:34])[C:29]=1[CH3:35])=[O:26], predict the reactants needed to synthesize it. The reactants are: [Cl:1][C:2]1[C:6]([CH3:7])=[C:5]([NH:8][C:9](=[O:23])[C:10]2[CH:15]=[C:14]([N:16]3[CH2:21][CH2:20][O:19][CH2:18][CH2:17]3)[CH:13]=[C:12]([F:22])[CH:11]=2)[S:4][C:3]=1[C:24]([OH:26])=O.[NH2:27][C:28]1[C:32]([CH3:33])=[N:31][N:30]([CH3:34])[C:29]=1[CH3:35]. (2) Given the product [C:15]([O:14][C:12](=[O:13])[CH2:11][CH2:10][C:9]([NH2:19])([CH2:22][CH2:23][C:24]([O:26][C:27]([CH3:30])([CH3:29])[CH3:28])=[O:25])[CH2:8][CH2:7][C:6]([O:5][C:1]([CH3:2])([CH3:3])[CH3:4])=[O:31])([CH3:16])([CH3:17])[CH3:18], predict the reactants needed to synthesize it. The reactants are: [C:1]([O:5][C:6](=[O:31])[CH2:7][CH2:8][C:9]([CH2:22][CH2:23][C:24]([O:26][C:27]([CH3:30])([CH3:29])[CH3:28])=[O:25])([N+:19]([O-])=O)[CH2:10][CH2:11][C:12]([O:14][C:15]([CH3:18])([CH3:17])[CH3:16])=[O:13])([CH3:4])([CH3:3])[CH3:2]. (3) Given the product [F:2][C:3]1[CH:8]=[C:7]([C:9]([F:12])([F:10])[F:11])[CH:6]=[CH:5][C:4]=1[CH:13]1[CH2:18][CH:17]([C:19]([O:21][CH3:22])=[O:20])[CH2:16][CH2:15][N:14]1[C:32]([O:33][CH3:34])=[O:35], predict the reactants needed to synthesize it. The reactants are: Cl.[F:2][C:3]1[CH:8]=[C:7]([C:9]([F:12])([F:11])[F:10])[CH:6]=[CH:5][C:4]=1[CH:13]1[CH2:18][CH:17]([C:19]([O:21][CH3:22])=[O:20])[CH2:16][CH2:15][NH:14]1.CCN(C(C)C)C(C)C.[C:32](Cl)(=[O:35])[O:33][CH3:34].